Predict the reactants needed to synthesize the given product. From a dataset of Full USPTO retrosynthesis dataset with 1.9M reactions from patents (1976-2016). (1) The reactants are: [F:1][C:2]1[CH:7]=[CH:6][C:5]([CH2:8][C:9]2[CH:18]=[C:17]3[C:12]([C:13]([OH:34])=[C:14]([C:29](OCC)=[O:30])[C:15](=[O:28])[N:16]3[CH2:19][CH2:20][N:21]3[CH2:26][CH2:25][CH2:24][CH2:23][C:22]3=[O:27])=[N:11][CH:10]=2)=[CH:4][CH:3]=1.[NH2:35][CH:36]([CH2:39][OH:40])[CH2:37][OH:38]. Given the product [F:1][C:2]1[CH:7]=[CH:6][C:5]([CH2:8][C:9]2[CH:18]=[C:17]3[C:12]([C:13]([OH:34])=[C:14]([C:29]([NH:35][CH:36]([CH2:39][OH:40])[CH2:37][OH:38])=[O:30])[C:15](=[O:28])[N:16]3[CH2:19][CH2:20][N:21]3[CH2:26][CH2:25][CH2:24][CH2:23][C:22]3=[O:27])=[N:11][CH:10]=2)=[CH:4][CH:3]=1, predict the reactants needed to synthesize it. (2) Given the product [NH2:19][C:17]1[N:16]([C:2]2[CH:3]=[N:4][N:5]([CH2:7][CH2:8][OH:9])[CH:6]=2)[N:15]=[C:14]([C:10]([CH3:13])([CH3:12])[CH3:11])[CH:18]=1, predict the reactants needed to synthesize it. The reactants are: I[C:2]1[CH:3]=[N:4][N:5]([CH2:7][CH2:8][OH:9])[CH:6]=1.[C:10]([C:14]1[CH:18]=[C:17]([NH2:19])[NH:16][N:15]=1)([CH3:13])([CH3:12])[CH3:11].CN(C)[C@@H]1CCCC[C@H]1N.C(=O)([O-])[O-].[K+].[K+]. (3) Given the product [F:1][C:2]1[CH:3]=[C:4]([CH:20]=[CH:21][C:22]=1[O:23][CH3:24])[CH2:5][NH:6][C:7]1[C:12]([C:13]([O:15][CH2:16][CH3:17])=[O:14])=[CH:11][N:10]=[C:9]([S:18]([CH3:19])=[O:33])[N:8]=1, predict the reactants needed to synthesize it. The reactants are: [F:1][C:2]1[CH:3]=[C:4]([CH:20]=[CH:21][C:22]=1[O:23][CH3:24])[CH2:5][NH:6][C:7]1[C:12]([C:13]([O:15][CH2:16][CH3:17])=[O:14])=[CH:11][N:10]=[C:9]([S:18][CH3:19])[N:8]=1.C1C=C(Cl)C=C(C(OO)=[O:33])C=1. (4) The reactants are: [F:1][C:2]1[CH:3]=[C:4]([CH:18]=[CH:19][CH:20]=1)[CH2:5][C:6]1[CH:11]=[C:10]([O:12][CH3:13])[CH:9]=[CH:8][C:7]=1[CH2:14][C:15]([OH:17])=O.C(C1C=C(OC)C=CC=1CC(O)=O)C1C=CC=CC=1. Given the product [F:1][C:2]1[CH:20]=[CH:19][C:18]2[C:15](=[O:17])[CH2:14][C:7]3[CH:8]=[CH:9][C:10]([O:12][CH3:13])=[CH:11][C:6]=3[CH2:5][C:4]=2[CH:3]=1, predict the reactants needed to synthesize it. (5) Given the product [CH2:11]([O:5][C:4](=[O:6])[C:3]1[CH:7]=[CH:8][N:9]=[CH:10][C:2]=1[Cl:1])[CH3:12], predict the reactants needed to synthesize it. The reactants are: [Cl:1][C:2]1[CH:10]=[N:9][CH:8]=[CH:7][C:3]=1[C:4]([OH:6])=[O:5].[CH3:11][CH2:12]O.